Task: Predict which catalyst facilitates the given reaction.. Dataset: Catalyst prediction with 721,799 reactions and 888 catalyst types from USPTO Product: [F:3][C:4]1[CH:5]=[C:6]([CH2:7][OH:8])[CH:9]=[CH:10][C:11]=1[O:12][C:13]1[CH:18]=[CH:17][N:16]=[C:15]([C:19]([F:20])([F:21])[F:22])[CH:14]=1. Reactant: [BH4-].[Na+].[F:3][C:4]1[CH:5]=[C:6]([CH:9]=[CH:10][C:11]=1[O:12][C:13]1[CH:18]=[CH:17][N:16]=[C:15]([C:19]([F:22])([F:21])[F:20])[CH:14]=1)[CH:7]=[O:8]. The catalyst class is: 5.